Dataset: Full USPTO retrosynthesis dataset with 1.9M reactions from patents (1976-2016). Task: Predict the reactants needed to synthesize the given product. (1) Given the product [CH2:1]([O:3][C:4](=[O:36])[CH2:5][C:6]1[CH:11]=[CH:10][C:9]([O:12][CH3:13])=[C:8]([O:14][C:15]2[CH:20]=[CH:19][C:18]([NH:21][C:42](=[O:43])[C:41]3[CH:45]=[CH:46][C:38]([Cl:37])=[CH:39][CH:40]=3)=[CH:17][C:16]=2[CH2:22][N:23]([C:26]([O:28][CH2:29][C:30]2[CH:35]=[CH:34][CH:33]=[CH:32][CH:31]=2)=[O:27])[CH2:24][CH3:25])[CH:7]=1)[CH3:2], predict the reactants needed to synthesize it. The reactants are: [CH2:1]([O:3][C:4](=[O:36])[CH2:5][C:6]1[CH:11]=[CH:10][C:9]([O:12][CH3:13])=[C:8]([O:14][C:15]2[CH:20]=[CH:19][C:18]([NH2:21])=[CH:17][C:16]=2[CH2:22][N:23]([C:26]([O:28][CH2:29][C:30]2[CH:35]=[CH:34][CH:33]=[CH:32][CH:31]=2)=[O:27])[CH2:24][CH3:25])[CH:7]=1)[CH3:2].[Cl:37][C:38]1[CH:46]=[CH:45][C:41]([C:42](Cl)=[O:43])=[CH:40][CH:39]=1.C(N(CC)CC)C. (2) Given the product [C:13]([O:17][C:18]1[CH:11]=[C:12]([N:8]=[C:1]=[S:2])[CH:22]=[C:23]([F:25])[CH:24]=1)([CH3:16])([CH3:15])[CH3:14], predict the reactants needed to synthesize it. The reactants are: [C:1]([N:8]1[CH:12]=[CH:11]N=C1)(N1C=CN=C1)=[S:2].[C:13]([O:17][C:18]1C=C([CH:22]=[C:23]([F:25])[CH:24]=1)N)([CH3:16])([CH3:15])[CH3:14]. (3) Given the product [CH3:1][N:2]1[CH2:7][CH2:6][CH2:5][C@@H:4]([O:8][C:11](=[O:10])[C:12]([OH:25])([C:19]2[CH:20]=[CH:21][CH:22]=[CH:23][CH:24]=2)[C:13]2[CH:18]=[CH:17][CH:16]=[CH:15][CH:14]=2)[CH2:3]1, predict the reactants needed to synthesize it. The reactants are: [CH3:1][N:2]1[CH2:7][CH2:6][CH2:5][C@@H:4]([OH:8])[CH2:3]1.C[O:10][C:11](=O)[C:12]([OH:25])([C:19]1[CH:24]=[CH:23][CH:22]=[CH:21][CH:20]=1)[C:13]1[CH:18]=[CH:17][CH:16]=[CH:15][CH:14]=1.[Na]. (4) Given the product [CH2:1]([O:8][C:9]1[C:13](/[CH:14]=[C:15]2/[C:16](=[O:21])[N:17]([CH3:28])[C:18](=[O:20])[S:19]/2)=[CH:12][N:11]([C:22]2[CH:27]=[CH:26][CH:25]=[CH:24][CH:23]=2)[N:10]=1)[C:2]1[CH:3]=[CH:4][CH:5]=[CH:6][CH:7]=1, predict the reactants needed to synthesize it. The reactants are: [CH2:1]([O:8][C:9]1[C:13](/[CH:14]=[C:15]2/[C:16](=[O:21])[NH:17][C:18](=[O:20])[S:19]/2)=[CH:12][N:11]([C:22]2[CH:27]=[CH:26][CH:25]=[CH:24][CH:23]=2)[N:10]=1)[C:2]1[CH:7]=[CH:6][CH:5]=[CH:4][CH:3]=1.[CH3:28]N(C)C=O.[H-].[Na+].CI. (5) Given the product [Cl:7][C:8]1[CH:9]=[C:10]([N+:18]([O-:20])=[O:19])[C:11]([CH3:17])=[C:12]([CH:16]=1)[C:13]([O:15][CH3:1])=[O:14], predict the reactants needed to synthesize it. The reactants are: [CH3:1]O.S(Cl)(Cl)=O.[Cl:7][C:8]1[CH:9]=[C:10]([N+:18]([O-:20])=[O:19])[C:11]([CH3:17])=[C:12]([CH:16]=1)[C:13]([OH:15])=[O:14].